This data is from Reaction yield outcomes from USPTO patents with 853,638 reactions. The task is: Predict the reaction yield, written as a fraction of the theoretical maximum amount of product (1.0 means a 100% yield; for example, 0.34 means a 34% yield). The reactants are [OH:1][CH:2]1[CH2:7][CH2:6][N:5]([C:8]([O:10][C:11]([CH3:14])([CH3:13])[CH3:12])=[O:9])[CH2:4][CH2:3]1.C[O:16][C:17](=[O:25])[C:18]1[CH:23]=[C:22](O)[CH:21]=[N:20][CH:19]=1.C1(P(C2C=CC=CC=2)C2C=CC=CC=2)C=CC=CC=1.N(C(OCC)=O)=NC(OCC)=O.[OH-].[Na+]. The catalyst is C1COCC1. The product is [C:11]([O:10][C:8]([N:5]1[CH2:4][CH2:3][CH:2]([O:1][C:22]2[CH:21]=[N:20][CH:19]=[C:18]([CH:23]=2)[C:17]([OH:25])=[O:16])[CH2:7][CH2:6]1)=[O:9])([CH3:14])([CH3:13])[CH3:12]. The yield is 0.650.